This data is from Full USPTO retrosynthesis dataset with 1.9M reactions from patents (1976-2016). The task is: Predict the reactants needed to synthesize the given product. (1) The reactants are: [CH3:1][C:2]([O:4][C@H:5]1[C:14]2[C@@:15]3([CH3:30])[C@@H:26]([CH2:27][O:28][CH3:29])[O:25][C:23](=[O:24])[C:17]4=[CH:18][O:19][C:20]([C:21](=[O:22])[C:13]=2[C@@H:8]2[CH2:9][CH2:10][C@H:11]([OH:12])[C@@:7]2([CH3:31])[CH2:6]1)=[C:16]34)=[O:3].[CH3:32][N:33]1[CH2:38][CH2:37][NH:36][CH2:35][CH2:34]1. Given the product [C:2]([O:4][C@H:5]1[C:14]2[C@:15]3([CH3:30])[C:16](/[C:17](=[CH:18]\[N:36]4[CH2:37][CH2:38][N:33]([CH3:32])[CH2:34][CH2:35]4)/[C:23](=[O:24])[O:25][C@@H:26]3[CH2:27][O:28][CH3:29])=[C:20]([OH:19])[C:21](=[O:22])[C:13]=2[CH:8]2[C@@:7]([CH3:31])([C@@H:11]([OH:12])[CH2:10][CH2:9]2)[CH2:6]1)(=[O:3])[CH3:1], predict the reactants needed to synthesize it. (2) Given the product [CH2:29]([C:31]1[N:32]([C:2]2[N:3]=[C:4]([N:23]3[CH2:28][CH2:27][O:26][CH2:25][CH2:24]3)[C:5]3[N:10]=[C:9]([CH2:11][CH2:12][N:13]4[CH2:18][CH2:17][CH:16]([C:19]([OH:22])([CH3:21])[CH3:20])[CH2:15][CH2:14]4)[S:8][C:6]=3[N:7]=2)[C:33]2[CH:39]=[CH:38][CH:37]=[CH:36][C:34]=2[N:35]=1)[CH3:30], predict the reactants needed to synthesize it. The reactants are: Cl[C:2]1[N:3]=[C:4]([N:23]2[CH2:28][CH2:27][O:26][CH2:25][CH2:24]2)[C:5]2[N:10]=[C:9]([CH2:11][CH2:12][N:13]3[CH2:18][CH2:17][CH:16]([C:19]([OH:22])([CH3:21])[CH3:20])[CH2:15][CH2:14]3)[S:8][C:6]=2[N:7]=1.[CH2:29]([C:31]1[NH:32][C:33]2[CH:39]=[CH:38][CH:37]=[CH:36][C:34]=2[N:35]=1)[CH3:30].CC(C1C=C(C(C)C)C(C2C=CC=CC=2P(C2CCCCC2)C2CCCCC2)=C(C(C)C)C=1)C.C([O-])([O-])=O.[Cs+].[Cs+]. (3) Given the product [CH3:1][N:2]1[CH:6]([C:7]([OH:9])=[O:8])[CH2:5][N:4]([C:11]2[N:12]=[CH:13][CH:14]=[CH:15][N:16]=2)[C:3]1=[O:17], predict the reactants needed to synthesize it. The reactants are: [CH3:1][N:2]1[CH:6]([C:7]([O:9]C)=[O:8])[CH2:5][N:4]([C:11]2[N:16]=[CH:15][CH:14]=[CH:13][N:12]=2)[C:3]1=[O:17].[OH-].[Li+].Cl. (4) Given the product [NH2:30][C:2]1[CH:7]=[C:6]([O:8][C:9]2[CH:14]=[CH:13][C:12]([NH:15][C:16]([NH:18][C:19]3[CH:24]=[CH:23][C:22]([Cl:25])=[C:21]([C:26]([F:29])([F:28])[F:27])[CH:20]=3)=[O:17])=[CH:11][CH:10]=2)[N:5]=[CH:4][N:3]=1, predict the reactants needed to synthesize it. The reactants are: Cl[C:2]1[CH:7]=[C:6]([O:8][C:9]2[CH:14]=[CH:13][C:12]([NH:15][C:16]([NH:18][C:19]3[CH:24]=[CH:23][C:22]([Cl:25])=[C:21]([C:26]([F:29])([F:28])[F:27])[CH:20]=3)=[O:17])=[CH:11][CH:10]=2)[N:5]=[CH:4][N:3]=1.[NH3:30].